Dataset: Forward reaction prediction with 1.9M reactions from USPTO patents (1976-2016). Task: Predict the product of the given reaction. Given the reactants Cl[C:2]1[CH:7]=[C:6]([Cl:8])[N:5]=[C:4]([S:9][C:10]2[CH:15]=[CH:14][C:13]([NH:16][C:17](=[O:23])[O:18][C:19]([CH3:22])([CH3:21])[CH3:20])=[CH:12][CH:11]=2)[N:3]=1.[CH3:24][C:25]1[CH:29]=[C:28]([NH2:30])[NH:27][N:26]=1.C(N(C(C)C)CC)(C)C.[Na+].[I-], predict the reaction product. The product is: [Cl:8][C:6]1[CH:7]=[C:2]([NH:30][C:28]2[NH:27][N:26]=[C:25]([CH3:24])[CH:29]=2)[N:3]=[C:4]([S:9][C:10]2[CH:15]=[CH:14][C:13]([NH:16][C:17](=[O:23])[O:18][C:19]([CH3:22])([CH3:21])[CH3:20])=[CH:12][CH:11]=2)[N:5]=1.